Dataset: Catalyst prediction with 721,799 reactions and 888 catalyst types from USPTO. Task: Predict which catalyst facilitates the given reaction. Reactant: C(OCC)(=O)C.[OH:7][C@@H:8]1[CH2:13][NH:12][C@H:11]([C:14]([O:16][CH3:17])=[O:15])[CH2:10][CH2:9]1.C(N(CC)CC)C.[F:25][C:26]([F:37])([F:36])[C:27](O[C:27](=[O:28])[C:26]([F:37])([F:36])[F:25])=[O:28]. Product: [OH:7][C@@H:8]1[CH2:13][N:12]([C:27](=[O:28])[C:26]([F:37])([F:36])[F:25])[C@H:11]([C:14]([O:16][CH3:17])=[O:15])[CH2:10][CH2:9]1. The catalyst class is: 6.